Dataset: Full USPTO retrosynthesis dataset with 1.9M reactions from patents (1976-2016). Task: Predict the reactants needed to synthesize the given product. (1) Given the product [CH2:31]([O:33][C:34]([C:35]1[N:37]=[C:12]([C:11]2[CH:15]=[CH:16][N:17]=[CH:18][C:10]=2[NH:9][C:3]2[CH:4]=[CH:5][C:6]([I:8])=[CH:7][C:2]=2[F:1])[O:14][N:36]=1)=[O:39])[CH3:32], predict the reactants needed to synthesize it. The reactants are: [F:1][C:2]1[CH:7]=[C:6]([I:8])[CH:5]=[CH:4][C:3]=1[NH:9][C:10]1[CH:18]=[N:17][CH:16]=[CH:15][C:11]=1[C:12]([OH:14])=O.N1(C(N2C=CN=C2)=O)C=CN=C1.[CH2:31]([O:33][C:34](=[O:39])[C:35]([NH:37]O)=[NH:36])[CH3:32]. (2) Given the product [O:20]=[S:17]1(=[O:21])[CH2:18][CH2:19][N:14]([CH2:13][C:11]2[O:12][C:3]3[C:2]([C:34]4[CH:33]=[CH:32][N:31]=[C:30]([O:29][CH2:28][CH:25]5[CH2:26][CH2:27][O:22][CH2:23][CH2:24]5)[CH:35]=4)=[CH:7][N:6]([CH3:8])[C:5](=[O:9])[C:4]=3[CH:10]=2)[CH2:15][CH2:16]1, predict the reactants needed to synthesize it. The reactants are: Br[C:2]1[C:3]2[O:12][C:11]([CH2:13][N:14]3[CH2:19][CH2:18][S:17](=[O:21])(=[O:20])[CH2:16][CH2:15]3)=[CH:10][C:4]=2[C:5](=[O:9])[N:6]([CH3:8])[CH:7]=1.[O:22]1[CH2:27][CH2:26][CH:25]([CH2:28][O:29][C:30]2[CH:35]=[C:34](B3OC(C)(C)C(C)(C)O3)[CH:33]=[CH:32][N:31]=2)[CH2:24][CH2:23]1.C([O-])([O-])=O.[K+].[K+]. (3) Given the product [Cl:17][C:18]1[CH:32]=[CH:31][C:21]([CH2:22][O:23][C:24]2[CH:29]=[CH:28][N:27]([C:2]3[CH:3]=[CH:4][C:5]4[N:6]([C:8]([CH3:16])=[C:9]([CH:11]5[CH2:13][CH:12]5[C:14]#[N:15])[N:10]=4)[CH:7]=3)[C:26](=[O:30])[CH:25]=2)=[CH:20][CH:19]=1, predict the reactants needed to synthesize it. The reactants are: I[C:2]1[CH:3]=[CH:4][C:5]2[N:6]([C:8]([CH3:16])=[C:9]([CH:11]3[CH2:13][CH:12]3[C:14]#[N:15])[N:10]=2)[CH:7]=1.[Cl:17][C:18]1[CH:32]=[CH:31][C:21]([CH2:22][O:23][C:24]2[CH:29]=[CH:28][NH:27][C:26](=[O:30])[CH:25]=2)=[CH:20][CH:19]=1.C(=O)([O-])[O-].[K+].[K+].CN[C@@H]1CCCC[C@H]1NC. (4) Given the product [C:1]([C:3]1[C:8]([N:9]2[CH2:14][CH2:13][N:12]([C:15](=[O:21])[CH2:16][C:17]([NH:34][CH3:35])=[O:19])[C@H:11]([CH:22]([CH3:23])[CH3:24])[CH2:10]2)=[N:7][C:6]([CH:25]2[CH2:26][CH2:27]2)=[C:5]2[CH2:28][O:29][C:30]([CH3:33])([CH3:32])[CH2:31][C:4]=12)#[N:2], predict the reactants needed to synthesize it. The reactants are: [C:1]([C:3]1[C:8]([N:9]2[CH2:14][CH2:13][N:12]([C:15](=[O:21])[CH2:16][C:17]([O:19]C)=O)[C@H:11]([CH:22]3[CH2:24][CH2:23]3)[CH2:10]2)=[N:7][C:6]([CH:25]2[CH2:27][CH2:26]2)=[C:5]2[CH2:28][O:29][C:30]([CH3:33])([CH3:32])[CH2:31][C:4]=12)#[N:2].[NH3:34].[CH3:35]O. (5) Given the product [CH3:13][O:5][C:4](=[O:6])[C:3]1[C:7]([CH3:11])=[CH:8][CH:9]=[CH:10][C:2]=1[Br:1], predict the reactants needed to synthesize it. The reactants are: [Br:1][C:2]1[CH:10]=[CH:9][CH:8]=[C:7]([CH3:11])[C:3]=1[C:4]([OH:6])=[O:5].[Si](C=[N+]=[N-])(C)(C)[CH3:13]. (6) Given the product [CH2:18]([O:17][C:14]1[N:13]=[CH:12][C:11]2[C:10]([C:20]([NH2:22])=[O:21])=[N:9][N:8]([C:4]3[CH:5]=[CH:6][CH:7]=[C:2]([C:24]#[C:23][C@:25]4([OH:32])[CH2:29][CH2:28][N:27]([CH3:30])[C:26]4=[O:31])[CH:3]=3)[C:16]=2[CH:15]=1)[CH3:19], predict the reactants needed to synthesize it. The reactants are: Br[C:2]1[CH:3]=[C:4]([N:8]2[C:16]3[CH:15]=[C:14]([O:17][CH2:18][CH3:19])[N:13]=[CH:12][C:11]=3[C:10]([C:20]([NH2:22])=[O:21])=[N:9]2)[CH:5]=[CH:6][CH:7]=1.[C:23]([C@:25]1([OH:32])[CH2:29][CH2:28][N:27]([CH3:30])[C:26]1=[O:31])#[CH:24]. (7) The reactants are: ClC1C=CC=C(C(OO)=[O:9])C=1.[O:12]=[C:13]([N:29]1[CH2:34][CH2:33][CH:32]([S:35][C:36]2[CH:41]=[CH:40][CH:39]=[CH:38][C:37]=2[C:42]([F:45])([F:44])[F:43])[CH2:31][CH2:30]1)[CH2:14][NH:15][C:16]([C:18]1[CH:22]=[C:21]([C:23]2[CH:28]=[CH:27][CH:26]=[CH:25][CH:24]=2)[NH:20][N:19]=1)=[O:17]. Given the product [O:12]=[C:13]([N:29]1[CH2:30][CH2:31][CH:32]([S:35]([C:36]2[CH:41]=[CH:40][CH:39]=[CH:38][C:37]=2[C:42]([F:44])([F:43])[F:45])=[O:9])[CH2:33][CH2:34]1)[CH2:14][NH:15][C:16]([C:18]1[CH:22]=[C:21]([C:23]2[CH:24]=[CH:25][CH:26]=[CH:27][CH:28]=2)[NH:20][N:19]=1)=[O:17], predict the reactants needed to synthesize it. (8) Given the product [F:1][C:2]1[CH:3]=[C:4]2[C:8](=[CH:9][CH:10]=1)[NH:7][C:6](=[O:11])[C:5]2=[N:12][N:13]=[CH:14][C:15]1[NH:19][C:18]([CH3:20])=[C:17]([C:21]([NH:23][CH2:24][CH2:25][CH2:26][CH2:27][C:28]([NH:68][C:65]2[CH:66]=[CH:67][C:62]([F:61])=[CH:63][C:64]=2[NH2:69])=[O:29])=[O:22])[C:16]=1[CH3:31], predict the reactants needed to synthesize it. The reactants are: [F:1][C:2]1[CH:3]=[C:4]2[C:8](=[CH:9][CH:10]=1)[NH:7][C:6](=[O:11])[C:5]2=[N:12][N:13]=[CH:14][C:15]1[NH:19][C:18]([CH3:20])=[C:17]([C:21]([NH:23][CH2:24][CH2:25][CH2:26][CH2:27][C:28](O)=[O:29])=[O:22])[C:16]=1[CH3:31].Cl.C(N=C=NCCCN(C)C)C.OC1C2N=NNC=2C=CC=1.C(N(CC)CC)C.[F:61][C:62]1[CH:67]=[CH:66][C:65]([NH2:68])=[C:64]([NH2:69])[CH:63]=1. (9) Given the product [Cl:20][C:11]1[CH:10]=[CH:9][C:8]2[C:13](=[C:14]3[C:5](=[CH:6][CH:7]=2)[CH:4]=[CH:3][C:2]([Cl:1])=[N:15]3)[N:12]=1, predict the reactants needed to synthesize it. The reactants are: [Cl:1][C:2]1[CH:3]=[CH:4][C:5]2[C:14]([N:15]=1)=[C:13]1[C:8]([CH:9]=[CH:10][C:11](=O)[N:12]1C)=[CH:7][CH:6]=2.P(Cl)(Cl)([Cl:20])=O.P(Cl)(Cl)(Cl)(Cl)Cl. (10) Given the product [CH3:1][C:2]1[N:3]=[C:4]2[CH:9]=[C:8]([CH3:10])[CH:7]=[CH:6][N:5]2[C:11]=1[C:12]([OH:14])=[O:13], predict the reactants needed to synthesize it. The reactants are: [CH3:1][C:2]1[N:3]=[C:4]2[CH:9]=[C:8]([CH3:10])[CH:7]=[CH:6][N:5]2[C:11]=1[C:12]([O:14]CC)=[O:13].[Li+].[OH-].